This data is from Catalyst prediction with 721,799 reactions and 888 catalyst types from USPTO. The task is: Predict which catalyst facilitates the given reaction. (1) Reactant: Br[C:2]1[CH:14]=[CH:13][C:5]2[NH:6][C:7](=[O:12])[O:8][C:9]([CH3:11])([CH3:10])[C:4]=2[CH:3]=1.[Li]CCCC.CCCCCC.[B:26]([O-])([O-:28])[O-:27]. Product: [CH3:10][C:9]1([CH3:11])[C:4]2[CH:3]=[C:2]([B:26]([OH:28])[OH:27])[CH:14]=[CH:13][C:5]=2[NH:6][C:7](=[O:12])[O:8]1. The catalyst class is: 1. (2) Reactant: [CH2:1]([O:3][C:4](=[O:20])[CH:5]=[CH:6][C:7]1[CH:12]=[CH:11][C:10]([N:13]2[CH2:19][CH2:18][CH2:17][CH2:16][CH2:15][CH2:14]2)=[CH:9][CH:8]=1)[CH3:2]. Product: [CH2:1]([O:3][C:4](=[O:20])[CH2:5][CH2:6][C:7]1[CH:12]=[CH:11][C:10]([N:13]2[CH2:19][CH2:18][CH2:17][CH2:16][CH2:15][CH2:14]2)=[CH:9][CH:8]=1)[CH3:2]. The catalyst class is: 29. (3) Reactant: Br[C:2]1[CH:3]=[C:4]([C:15]([O:17][CH3:18])=[O:16])[C:5]2[C:6]([CH3:14])=[CH:7][N:8]([CH:11]([CH3:13])[CH3:12])[C:9]=2[CH:10]=1.C([Sn](CCCC)(CCCC)[C:24]1[CH:29]=[CH:28][N:27]=[N:26][CH:25]=1)CCC. Product: [CH:11]([N:8]1[C:9]2[CH:10]=[C:2]([C:24]3[CH:29]=[CH:28][N:27]=[N:26][CH:25]=3)[CH:3]=[C:4]([C:15]([O:17][CH3:18])=[O:16])[C:5]=2[C:6]([CH3:14])=[CH:7]1)([CH3:13])[CH3:12]. The catalyst class is: 819. (4) Reactant: [CH3:1][C:2]1[C:10]2[CH2:9][O:8][C:7](=[O:11])[C:6]=2[CH:5]=[CH:4][C:3]=1[CH2:12][CH2:13][N:14]1[CH2:19][CH2:18][NH:17][CH2:16][C:15]1=[O:20].[CH3:21][C:22]1[C:30]2[CH2:29][O:28][C:27](=[O:31])[C:26]=2[CH:25]=[CH:24][C:23]=1[C@@H:32]1[CH2:34][O:33]1. Product: [OH:33][C@H:32]([C:23]1[CH:24]=[CH:25][C:26]2[C:27](=[O:31])[O:28][CH2:29][C:30]=2[C:22]=1[CH3:21])[CH2:34][N:17]1[CH2:18][CH2:19][N:14]([CH2:13][CH2:12][C:3]2[CH:4]=[CH:5][C:6]3[C:7](=[O:11])[O:8][CH2:9][C:10]=3[C:2]=2[CH3:1])[C:15](=[O:20])[CH2:16]1. The catalyst class is: 14. (5) Reactant: [C:1]1([CH2:7][N:8]2[CH2:13][CH2:12][N:11]([C:14]3[CH:19]=[CH:18][C:17]([NH2:20])=[CH:16][CH:15]=3)[CH2:10][CH2:9]2)[CH:6]=[CH:5][CH:4]=[CH:3][CH:2]=1.C(N(CC)CC)C.[F:28][C:29]([F:46])([F:45])[C:30]1[CH:35]=[CH:34][C:33]([C:36]2[C:37]([C:42](Cl)=[O:43])=[CH:38][CH:39]=[CH:40][CH:41]=2)=[CH:32][CH:31]=1. Product: [C:1]1([CH2:7][N:8]2[CH2:9][CH2:10][N:11]([C:14]3[CH:15]=[CH:16][C:17]([NH:20][C:42]([C:37]4[C:36]([C:33]5[CH:34]=[CH:35][C:30]([C:29]([F:28])([F:45])[F:46])=[CH:31][CH:32]=5)=[CH:41][CH:40]=[CH:39][CH:38]=4)=[O:43])=[CH:18][CH:19]=3)[CH2:12][CH2:13]2)[CH:2]=[CH:3][CH:4]=[CH:5][CH:6]=1. The catalyst class is: 2. (6) Reactant: [BrH:1].Br.[NH2:3][CH2:4][C:5]([NH2:7])=[NH:6].[Cl:8][C:9]1[C:16]([Cl:17])=[CH:15][C:14]([Cl:18])=[CH:13][C:10]=1[CH:11]=O.[C-:19]#[N:20].[K+]. Product: [BrH:1].[C:19]([CH:11]([NH:3][CH2:4][C:5]([NH2:7])=[NH:6])[C:10]1[CH:13]=[C:14]([Cl:18])[CH:15]=[C:16]([Cl:17])[C:9]=1[Cl:8])#[N:20]. The catalyst class is: 5.